From a dataset of Forward reaction prediction with 1.9M reactions from USPTO patents (1976-2016). Predict the product of the given reaction. (1) Given the reactants [C:1]([NH:4][C:5]1[CH:10]=[CH:9][C:8](B(O)O)=[CH:7][CH:6]=1)(=[O:3])[CH3:2].C(=O)([O-])[O-].[Na+].[Na+].[C:20]([NH:28][C:29]1[CH:38]=[C:37](Br)[CH:36]=[CH:35][C:30]=1[C:31]([O:33]C)=[O:32])(=[O:27])[C:21]1[CH:26]=[CH:25][CH:24]=[CH:23][CH:22]=1, predict the reaction product. The product is: [C:1]([NH:4][C:5]1[CH:10]=[CH:9][C:8]([C:37]2[CH:36]=[CH:35][C:30]([C:31]([OH:33])=[O:32])=[C:29]([NH:28][C:20](=[O:27])[C:21]3[CH:26]=[CH:25][CH:24]=[CH:23][CH:22]=3)[CH:38]=2)=[CH:7][CH:6]=1)(=[O:3])[CH3:2]. (2) Given the reactants [NH2:1][C:2]1[CH:3]=[C:4]2[C:9](=[CH:10][CH:11]=1)[N:8]=[CH:7][CH:6]=[CH:5]2.[O:12]([C:19]1[CH:20]=[C:21]([CH:25]=[CH:26][CH:27]=1)[C:22](O)=[O:23])[C:13]1[CH:18]=[CH:17][CH:16]=[CH:15][CH:14]=1.F[P-](F)(F)(F)(F)F.N1(OC(N(C)C)=[N+](C)C)C2C=CC=CC=2N=N1.C(N(CC)CC)C, predict the reaction product. The product is: [O:12]([C:19]1[CH:20]=[C:21]([CH:25]=[CH:26][CH:27]=1)[C:22]([NH:1][C:2]1[CH:3]=[C:4]2[C:9](=[CH:10][CH:11]=1)[N:8]=[CH:7][CH:6]=[CH:5]2)=[O:23])[C:13]1[CH:14]=[CH:15][CH:16]=[CH:17][CH:18]=1. (3) Given the reactants Br[CH:2]([C:8]1[CH:18]=[CH:17][CH:16]=[CH:15][C:9]=1[C:10]([O:12]CC)=O)[C:3]([O:5][CH2:6][CH3:7])=[O:4].[CH3:19][O:20][C:21]1[CH:28]=[CH:27][CH:26]=[CH:25][C:22]=1[CH2:23][NH2:24].C(#N)C, predict the reaction product. The product is: [CH3:19][O:20][C:21]1[CH:28]=[CH:27][CH:26]=[CH:25][C:22]=1[CH2:23][N:24]1[C:10](=[O:12])[C:9]2[C:8](=[CH:18][CH:17]=[CH:16][CH:15]=2)[CH:2]1[C:3]([O:5][CH2:6][CH3:7])=[O:4]. (4) The product is: [Cl:20][C:21]1[CH:26]=[CH:25][C:24]([C:11]2[S:12][C:8]([C:6]([C:2]3[O:1][CH:5]=[CH:4][CH:3]=3)=[O:7])=[CH:9][C:10]=2[CH2:13][C:14]([O:16][CH:17]([CH3:19])[CH3:18])=[O:15])=[C:23]([F:28])[CH:22]=1. Given the reactants [O:1]1[CH:5]=[CH:4][CH:3]=[C:2]1[C:6]([C:8]1[S:12][CH:11]=[C:10]([CH2:13][C:14]([O:16][CH:17]([CH3:19])[CH3:18])=[O:15])[CH:9]=1)=[O:7].[Cl:20][C:21]1[CH:26]=[CH:25][C:24](I)=[C:23]([F:28])[CH:22]=1.[F-].[K+].O, predict the reaction product. (5) Given the reactants [NH2:1][NH:2][C:3]([C:5]1[C:10]([CH3:11])=[CH:9][CH:8]=[CH:7][N:6]=1)=[NH:4].[CH3:12][O:13][C:14]1[CH:15]=[C:16]([CH:19]=[CH:20][CH:21]=1)[CH:17]=O, predict the reaction product. The product is: [CH3:12][O:13][C:14]1[CH:15]=[C:16]([C:17]2[NH:1][N:2]=[C:3]([C:5]3[C:10]([CH3:11])=[CH:9][CH:8]=[CH:7][N:6]=3)[N:4]=2)[CH:19]=[CH:20][CH:21]=1. (6) Given the reactants C([O:4][C:5](=[O:24])[C:6]1[CH:11]=[C:10]([NH:12][C:13]([O:15][C:16]([CH3:19])([CH3:18])[CH3:17])=[O:14])[CH:9]=[CH:8][C:7]=1[O:20][CH2:21][CH:22]=[CH2:23])C=C.[OH-].[Na+], predict the reaction product. The product is: [CH2:21]([O:20][C:7]1[CH:8]=[CH:9][C:10]([NH:12][C:13]([O:15][C:16]([CH3:19])([CH3:18])[CH3:17])=[O:14])=[CH:11][C:6]=1[C:5]([OH:24])=[O:4])[CH:22]=[CH2:23]. (7) The product is: [C:31]([O:30][C@@H:29]1[C@@H:34]([O:35][CH2:36][CH:37]=[CH2:38])[C@H:39]([O:40][CH2:41][C:42]2[CH:43]=[CH:44][CH:45]=[CH:46][CH:47]=2)[C@@H:48]([CH2:50][O:51][CH2:52][C:53]2[CH:58]=[CH:57][CH:56]=[CH:55][CH:54]=2)[O:49][C@H:28]1[O:8][CH2:1][C:2]1[CH:7]=[CH:6][CH:5]=[CH:4][CH:3]=1)(=[O:33])[CH3:32]. Given the reactants [CH2:1]([OH:8])[C:2]1[CH:7]=[CH:6][CH:5]=[CH:4][CH:3]=1.[Si](OS(C(F)(F)F)(=O)=O)(CC)(CC)CC.ClC(Cl)(Cl)C(=N)O[C@H:28]1[O:49][C@H:48]([CH2:50][O:51][CH2:52][C:53]2[CH:58]=[CH:57][CH:56]=[CH:55][CH:54]=2)[C@@H:39]([O:40][CH2:41][C:42]2[CH:47]=[CH:46][CH:45]=[CH:44][CH:43]=2)[C@H:34]([O:35][CH2:36][CH:37]=[CH2:38])[C@H:29]1[O:30][C:31](=[O:33])[CH3:32].C(N(CC)CC)C, predict the reaction product. (8) Given the reactants [NH2:1][CH2:2][CH2:3][C:4]1[CH:5]=[C:6]([C:9]([O:11][CH2:12][CH3:13])=[O:10])[NH:7][CH:8]=1.N1C(C)=C[CH:17]=[CH:16][C:15]=1[CH3:21].BrCCCCBr, predict the reaction product. The product is: [N:1]1([CH2:2][CH2:3][C:4]2[CH:5]=[C:6]([C:9]([O:11][CH2:12][CH3:13])=[O:10])[NH:7][CH:8]=2)[CH2:17][CH2:16][CH2:15][CH2:21]1. (9) Given the reactants Br.[Cl:2][C:3]1[C:4]([CH2:32][N:33]2[CH2:38][CH2:37][CH2:36][C@H:35]([O:39][CH2:40][CH2:41][NH:42]C(=O)OCC3C=CC=CC=3)[CH2:34]2)=[C:5]([C:28]([F:31])([F:30])[F:29])[CH:6]=[C:7]2[C:12]=1[NH:11][C:10](=[O:13])[N:9]([CH2:14][C:15]1[CH:20]=[C:19]([Cl:21])[CH:18]=[CH:17][C:16]=1[S:22]([CH2:25][CH3:26])(=[O:24])=[O:23])[C:8]2=[O:27], predict the reaction product. The product is: [NH2:42][CH2:41][CH2:40][O:39][C@H:35]1[CH2:36][CH2:37][CH2:38][N:33]([CH2:32][C:4]2[C:3]([Cl:2])=[C:12]3[C:7]([C:8](=[O:27])[N:9]([CH2:14][C:15]4[CH:20]=[C:19]([Cl:21])[CH:18]=[CH:17][C:16]=4[S:22]([CH2:25][CH3:26])(=[O:23])=[O:24])[C:10](=[O:13])[NH:11]3)=[CH:6][C:5]=2[C:28]([F:29])([F:30])[F:31])[CH2:34]1. (10) Given the reactants C([O:3][C:4](=[O:18])[CH2:5][C:6]1[S:7][C:8]([Cl:17])=[C:9]([Cl:16])[C:10]=1[CH2:11][C:12]([O:14]C)=[O:13])C.[OH-].[Na+], predict the reaction product. The product is: [C:12]([CH2:11][C:10]1[C:9]([Cl:16])=[C:8]([Cl:17])[S:7][C:6]=1[CH2:5][C:4]([OH:18])=[O:3])([OH:14])=[O:13].